Dataset: Full USPTO retrosynthesis dataset with 1.9M reactions from patents (1976-2016). Task: Predict the reactants needed to synthesize the given product. (1) Given the product [CH2:1]=[C:17]1[CH:16]([CH2:11][CH2:12][CH2:13][CH:14]=[CH2:15])[CH2:21][CH2:20][O:19][CH2:18]1, predict the reactants needed to synthesize it. The reactants are: [CH3:1][Si]([N-][Si](C)(C)C)(C)C.[Na+].[CH2:11]([CH:16]1[CH2:21][CH2:20][O:19][CH2:18][C:17]1=O)[CH2:12][CH2:13][CH:14]=[CH2:15]. (2) Given the product [Br:10][C:5]1[C:4]([F:9])=[CH:3][C:2]([Cl:1])=[CH:7][N:6]=1, predict the reactants needed to synthesize it. The reactants are: [Cl:1][C:2]1[CH:3]=[C:4]([F:9])[C:5](N)=[N:6][CH:7]=1.[BrH:10].BrBr.N([O-])=O.[Na+].[OH-].[Na+].